This data is from Full USPTO retrosynthesis dataset with 1.9M reactions from patents (1976-2016). The task is: Predict the reactants needed to synthesize the given product. Given the product [CH3:1][C:2]1[N:7]=[C:6]2[N:8]([C:13]3[CH:18]=[CH:17][N:16]=[CH:15][CH:14]=3)[N:9]=[CH:10][C:5]2=[C:4]([NH2:11])[N:3]=1, predict the reactants needed to synthesize it. The reactants are: [CH3:1][C:2]1[N:7]=[C:6]2[NH:8][N:9]=[CH:10][C:5]2=[C:4]([NH2:11])[N:3]=1.I[C:13]1[CH:18]=[CH:17][N:16]=[CH:15][CH:14]=1.